From a dataset of Forward reaction prediction with 1.9M reactions from USPTO patents (1976-2016). Predict the product of the given reaction. Given the reactants [C:1]([OH:10])(=[O:9])[C:2]1[C:3](=[CH:5][CH:6]=[CH:7][CH:8]=1)[NH2:4].CC1(C)[O:17][C:16](=O)[CH:15]([CH3:19])[C:14](=[O:20])[O:13]1, predict the reaction product. The product is: [C:14]([CH:15]([CH3:19])[C:16]([NH:4][C:3]1[CH:5]=[CH:6][CH:7]=[CH:8][C:2]=1[C:1]([OH:10])=[O:9])=[O:17])([OH:20])=[O:13].